Dataset: Full USPTO retrosynthesis dataset with 1.9M reactions from patents (1976-2016). Task: Predict the reactants needed to synthesize the given product. (1) Given the product [CH3:18][O:17][C:12]1[CH:13]=[CH:14][CH:15]=[CH:16][C:11]=1[C:10]1[C:4]2[C:5](=[N:6][CH:7]=[C:2]([C:34]3[CH:35]=[C:30]([CH:31]=[CH:32][CH:33]=3)[C:27]([OH:29])=[O:28])[CH:3]=2)[NH:8][N:9]=1, predict the reactants needed to synthesize it. The reactants are: Br[C:2]1[CH:3]=[C:4]2[C:10]([C:11]3[CH:16]=[CH:15][CH:14]=[CH:13][C:12]=3[O:17][CH3:18])=[N:9][N:8](COCC[Si](C)(C)C)[C:5]2=[N:6][CH:7]=1.[C:27]([C:30]1[CH:31]=[C:32](B(O)O)[CH:33]=[CH:34][CH:35]=1)([OH:29])=[O:28].ClCCl. (2) Given the product [CH3:24][N:25]([CH3:27])/[CH:26]=[CH:1]/[C:2]1[C:7]([C:8]([O:10][CH3:11])=[O:9])=[C:6]([NH:12][C:13]2[CH:14]=[C:15]([CH3:19])[CH:16]=[CH:17][CH:18]=2)[N:5]=[C:4]([S:20][CH3:21])[N:3]=1, predict the reactants needed to synthesize it. The reactants are: [CH3:1][C:2]1[C:7]([C:8]([O:10][CH3:11])=[O:9])=[C:6]([NH:12][C:13]2[CH:14]=[C:15]([CH3:19])[CH:16]=[CH:17][CH:18]=2)[N:5]=[C:4]([S:20][CH3:21])[N:3]=1.CO[CH:24](OC)[N:25]([CH3:27])[CH3:26].O. (3) Given the product [NH2:1][C:2]1[N:3]([C@@H:12]2[O:18][C@H:17]([CH2:19][OH:20])[C@@H:15]([OH:16])[C@H:13]2[OH:14])[C:4]2[C:9]([N:10]=1)=[C:8]([NH:26][CH2:25][CH:24]=[C:23]([CH3:27])[CH3:22])[N:7]=[CH:6][N:5]=2, predict the reactants needed to synthesize it. The reactants are: [NH2:1][C:2]1[N:3]([C@@H:12]2[O:18][C@H:17]([CH2:19][OH:20])[C@@H:15]([OH:16])[C@H:13]2[OH:14])[C:4]2[C:9]([N:10]=1)=[C:8](Cl)[N:7]=[CH:6][N:5]=2.Cl.[CH3:22][C:23]([CH3:27])=[CH:24][CH2:25][NH2:26]. (4) Given the product [CH3:11][C:12]1([CH3:19])[CH2:17][CH2:16][CH:15]([C:28]2[C:23]3[C:24](=[N:20][O:21][N:22]=3)[CH:25]=[CH:26][C:27]=2[C:29]([NH:2][CH3:1])=[O:30])[CH2:14][CH2:13]1, predict the reactants needed to synthesize it. The reactants are: [CH3:1][NH2:2].Cl.CN.[OH-].[Na+].C(=O)=O.[CH3:11][C:12]1([CH3:19])[CH2:17][CH2:16][C:15](=O)[CH2:14][CH2:13]1.[N:20]1[O:21][N:22]=[C:23]2[CH:28]=[C:27]([C:29](Cl)=[O:30])[CH:26]=[CH:25][C:24]=12. (5) Given the product [CH3:1][O:2][C:3]([C:5]1[CH:6]=[C:7]2[C:11](=[CH:12][CH:13]=1)[N:10]([CH2:14][C:15]([O:44][CH3:43])([O:32][CH3:50])[CH2:16][O:17][C:18]1[CH:23]=[CH:22][C:21]([CH2:24][CH2:25][CH2:26][CH2:27][CH2:28][CH2:29][CH2:30][CH3:31])=[CH:20][CH:19]=1)[CH:9]=[C:8]2[C:33](=[O:42])[CH2:34][CH2:35][CH2:36][CH2:37][C:38]([O:40][CH3:41])=[O:39])=[O:4], predict the reactants needed to synthesize it. The reactants are: [CH3:1][O:2][C:3]([C:5]1[CH:6]=[C:7]2[C:11](=[CH:12][CH:13]=1)[N:10]([CH2:14][C:15](=[O:32])[CH2:16][O:17][C:18]1[CH:23]=[CH:22][C:21]([CH2:24][CH2:25][CH2:26][CH2:27][CH2:28][CH2:29][CH2:30][CH3:31])=[CH:20][CH:19]=1)[CH:9]=[C:8]2[C:33](=[O:42])[CH2:34][CH2:35][CH2:36][CH2:37][C:38]([O:40][CH3:41])=[O:39])=[O:4].[CH3:43][O:44]C(OC)OC.[CH3:50]O.